From a dataset of NCI-60 drug combinations with 297,098 pairs across 59 cell lines. Regression. Given two drug SMILES strings and cell line genomic features, predict the synergy score measuring deviation from expected non-interaction effect. Drug 1: COC1=C(C=C2C(=C1)N=CN=C2NC3=CC(=C(C=C3)F)Cl)OCCCN4CCOCC4. Drug 2: CC(CN1CC(=O)NC(=O)C1)N2CC(=O)NC(=O)C2. Cell line: MDA-MB-231. Synergy scores: CSS=23.4, Synergy_ZIP=-8.15, Synergy_Bliss=1.05, Synergy_Loewe=-15.5, Synergy_HSA=3.51.